From a dataset of Full USPTO retrosynthesis dataset with 1.9M reactions from patents (1976-2016). Predict the reactants needed to synthesize the given product. Given the product [OH:16][C:5]1[CH:4]=[CH:3][C:2]([C:23]#[C:22][CH2:21][CH2:20][C:18]([OH:24])([CH3:19])[CH3:17])=[CH:7][C:6]=1[N:8]1[S:12](=[O:14])(=[O:13])[NH:11][C:10](=[O:15])[CH2:9]1, predict the reactants needed to synthesize it. The reactants are: Br[C:2]1[CH:3]=[CH:4][C:5]([OH:16])=[C:6]([N:8]2[S:12](=[O:14])(=[O:13])[NH:11][C:10](=[O:15])[CH2:9]2)[CH:7]=1.[CH3:17][C:18]([OH:24])([CH2:20][CH2:21][C:22]#[CH:23])[CH3:19].C([O-])([O-])=O.[K+].[K+].